From a dataset of Full USPTO retrosynthesis dataset with 1.9M reactions from patents (1976-2016). Predict the reactants needed to synthesize the given product. (1) The reactants are: [Cl:1][C:2]1[CH:7]=[C:6]([F:8])[CH:5]=[CH:4][C:3]=1[S:9]([NH:12][CH:13]([CH2:24][CH3:25])[CH2:14][CH2:15][NH:16][C:17](=[O:23])OC(C)(C)C)(=[O:11])=[O:10].Cl.O1CCOCC1.[S:33]1[C:37]2[CH:38]=[CH:39][CH:40]=[CH:41][C:36]=2[CH:35]=[C:34]1[C:42]([NH:44][C@H:45](C(O)=O)[CH2:46][CH:47]([CH3:49])[CH3:48])=[O:43].C1C=C2C(N(O)N=NC2=CC=1)=O.CN1CCOCC1.CCN=C=NCCCN(C)C.Cl. Given the product [Cl:1][C:2]1[CH:7]=[C:6]([F:8])[CH:5]=[CH:4][C:3]=1[S:9]([NH:12][CH:13]([CH2:24][CH3:25])[CH2:14][CH2:15][NH:16][C:17]([C@@H:45]([NH:44][C:42]([C:34]1[S:33][C:37]2[CH:38]=[CH:39][CH:40]=[CH:41][C:36]=2[CH:35]=1)=[O:43])[CH2:46][CH:47]([CH3:49])[CH3:48])=[O:23])(=[O:10])=[O:11], predict the reactants needed to synthesize it. (2) Given the product [C:34]([N:10]1[CH2:11][CH:1]2[CH2:13][CH2:12][CH:8]([C:7]3[C:2]2=[CH:3][C:4]([NH:14][C:15]2[N:20]=[C:19]([NH:21][C:22]4[CH:27]=[CH:26][CH:25]=[CH:24][C:23]=4[S:28]([NH:31][CH3:32])(=[O:30])=[O:29])[C:18]([Cl:33])=[CH:17][N:16]=2)=[CH:5][CH:6]=3)[CH2:9]1)(=[O:36])[CH3:35], predict the reactants needed to synthesize it. The reactants are: [CH:1]12[CH2:13][CH2:12][CH:8]([CH2:9][NH:10][CH2:11]1)[C:7]1[C:2]2=[CH:3][C:4]([NH:14][C:15]2[N:20]=[C:19]([NH:21][C:22]3[CH:27]=[CH:26][CH:25]=[CH:24][C:23]=3[S:28]([NH:31][CH3:32])(=[O:30])=[O:29])[C:18]([Cl:33])=[CH:17][N:16]=2)=[CH:5][CH:6]=1.[C:34](Cl)(=[O:36])[CH3:35]. (3) Given the product [C:1]1(=[N:8][NH:7][C:9]([O:11][C:12]([CH3:15])([CH3:14])[CH3:13])=[O:10])[CH2:5][CH2:4][CH2:3][CH2:2]1, predict the reactants needed to synthesize it. The reactants are: [C:1]1(=O)[CH2:5][CH2:4][CH2:3][CH2:2]1.[NH:7]([C:9]([O:11][C:12]([CH3:15])([CH3:14])[CH3:13])=[O:10])[NH2:8]. (4) Given the product [CH2:1]([N:8]1[CH2:9][CH2:10][CH2:11][CH2:16][O:17][CH:15]1[CH2:13][Cl:14])[C:2]1[CH:3]=[CH:4][CH:5]=[CH:6][CH:7]=1, predict the reactants needed to synthesize it. The reactants are: [CH2:1]([NH:8][CH2:9][CH2:10][CH2:11]O)[C:2]1[CH:7]=[CH:6][CH:5]=[CH:4][CH:3]=1.[CH2:13]([CH:15]1[O:17][CH2:16]1)[Cl:14]. (5) Given the product [C:1]1([CH3:26])[CH:6]=[CH:5][CH:4]=[C:3]([C:7]2[O:8][C:9]3[CH2:14][CH2:13][NH:12][CH2:11][C:10]=3[N:25]=2)[CH:2]=1, predict the reactants needed to synthesize it. The reactants are: [C:1]1([CH3:26])[CH:6]=[CH:5][CH:4]=[C:3]([C:7]2[O:8][C:9]3[CH2:14][CH2:13][N:12](C(OCC4C=CC=CC=4)=O)[CH2:11][C:10]=3[N:25]=2)[CH:2]=1.[Si](I)(C)(C)C. (6) Given the product [C:1]([C:5]1[CH:9]=[C:8]([NH:10][C:11]([NH:51][C:50]2[CH:52]=[CH:53][CH:54]=[C:48]([S:47][C:35]3[C:34]4[C:39](=[CH:40][C:41]([O:42][CH2:43][CH2:44][O:45][CH3:46])=[C:32]([O:31][CH3:30])[CH:33]=4)[N:38]=[CH:37][N:36]=3)[CH:49]=2)=[O:19])[N:7]([C:20]2[CH:25]=[CH:24][CH:23]=[CH:22][CH:21]=2)[N:6]=1)([CH3:2])([CH3:4])[CH3:3], predict the reactants needed to synthesize it. The reactants are: [C:1]([C:5]1[CH:9]=[C:8]([NH:10][C:11](=[O:19])OC2C=CC=CC=2)[N:7]([C:20]2[CH:25]=[CH:24][CH:23]=[CH:22][CH:21]=2)[N:6]=1)([CH3:4])([CH3:3])[CH3:2].C(=O)(O)N.[CH3:30][O:31][C:32]1[CH:33]=[C:34]2[C:39](=[CH:40][C:41]=1[O:42][CH2:43][CH2:44][O:45][CH3:46])[N:38]=[CH:37][N:36]=[C:35]2[S:47][C:48]1[CH:49]=[C:50]([CH:52]=[CH:53][CH:54]=1)[NH2:51].C(N(C(C)C)CC)(C)C. (7) Given the product [CH:25]1([C:21]2[CH:22]=[C:23]([CH3:24])[C:18]([N:15]3[CH2:16][CH2:17][N:12]([C:10]([C:5]4[CH:4]=[CH:3][C:2]([N:29]5[CH2:30][CH2:31][CH2:32][S:28]5(=[O:34])=[O:33])=[CH:9][C:6]=4[C:7]#[N:8])=[O:11])[CH2:13][CH2:14]3)=[N:19][CH:20]=2)[CH2:27][CH2:26]1, predict the reactants needed to synthesize it. The reactants are: Br[C:2]1[CH:3]=[CH:4][C:5]([C:10]([N:12]2[CH2:17][CH2:16][N:15]([C:18]3[C:23]([CH3:24])=[CH:22][C:21]([CH:25]4[CH2:27][CH2:26]4)=[CH:20][N:19]=3)[CH2:14][CH2:13]2)=[O:11])=[C:6]([CH:9]=1)[C:7]#[N:8].[S:28]1(=[O:34])(=[O:33])[CH2:32][CH2:31][CH2:30][NH:29]1. (8) Given the product [F:1][C:2]1([C:15]2[CH:20]=[C:19]([N:21]3[C:29](=[O:30])[C:28]4[C:23](=[N:24][C:25]([O:31][CH3:32])=[CH:26][CH:27]=4)[C:22]3([CH3:34])[CH3:33])[CH:18]=[N:17][CH:16]=2)[CH2:3][CH2:4][N:5]([C:8]([C:43]2[CH:42]=[N:41][N:40]([CH3:39])[CH:44]=2)=[O:10])[CH2:6][CH2:7]1, predict the reactants needed to synthesize it. The reactants are: [F:1][C:2]1([C:15]2[CH:16]=[N:17][CH:18]=[C:19]([N:21]3[C:29](=[O:30])[C:28]4[C:23](=[N:24][C:25]([O:31][CH3:32])=[CH:26][CH:27]=4)[C:22]3([CH3:34])[CH3:33])[CH:20]=2)[CH2:7][CH2:6][N:5]([C:8]([O:10]C(C)(C)C)=O)[CH2:4][CH2:3]1.C(Cl)(C)=O.[CH3:39][N:40]1[CH:44]=[C:43](C(O)=O)[CH:42]=[N:41]1.CN(C(ON1N=NC2C=CC=NC1=2)=[N+](C)C)C.F[P-](F)(F)(F)(F)F.